Dataset: Experimentally validated miRNA-target interactions with 360,000+ pairs, plus equal number of negative samples. Task: Binary Classification. Given a miRNA mature sequence and a target amino acid sequence, predict their likelihood of interaction. The miRNA is mmu-miR-710 with sequence CCAAGUCUUGGGGAGAGUUGAG. The protein sequence of the target gene is MRFRFCGDLDCPDWVLAEISTLAKMSSVKLRLLCSQVLKELLGQGIDYEKILKLTADAKFESGDVKATVAVLSFILSSAAKHSVDGESLSSELQQLGLPKEHAASLCRCYEEKQSPLQKHLRVCSLRMNRLAGVGWRVDYTLSSSLLQSVEEPMVHLRLEVAAAPGTPAQPVAMSLSADKFQVLLAELKQAQTLMSSLG. Result: 0 (no interaction).